From a dataset of NCI-60 drug combinations with 297,098 pairs across 59 cell lines. Regression. Given two drug SMILES strings and cell line genomic features, predict the synergy score measuring deviation from expected non-interaction effect. (1) Drug 1: CC1CCC2CC(C(=CC=CC=CC(CC(C(=O)C(C(C(=CC(C(=O)CC(OC(=O)C3CCCCN3C(=O)C(=O)C1(O2)O)C(C)CC4CCC(C(C4)OC)OCCO)C)C)O)OC)C)C)C)OC. Drug 2: C(CCl)NC(=O)N(CCCl)N=O. Cell line: SR. Synergy scores: CSS=38.1, Synergy_ZIP=-3.35, Synergy_Bliss=-2.76, Synergy_Loewe=-18.2, Synergy_HSA=-0.723. (2) Drug 1: CN1C2=C(C=C(C=C2)N(CCCl)CCCl)N=C1CCCC(=O)O.Cl. Drug 2: CC1=C(C=C(C=C1)C(=O)NC2=CC(=CC(=C2)C(F)(F)F)N3C=C(N=C3)C)NC4=NC=CC(=N4)C5=CN=CC=C5. Cell line: OVCAR-8. Synergy scores: CSS=31.8, Synergy_ZIP=-4.03, Synergy_Bliss=-11.6, Synergy_Loewe=-20.6, Synergy_HSA=-11.0. (3) Drug 1: CC1C(C(CC(O1)OC2CC(CC3=C2C(=C4C(=C3O)C(=O)C5=C(C4=O)C(=CC=C5)OC)O)(C(=O)CO)O)N)O.Cl. Drug 2: CN(C(=O)NC(C=O)C(C(C(CO)O)O)O)N=O. Cell line: SNB-75. Synergy scores: CSS=0.258, Synergy_ZIP=-2.42, Synergy_Bliss=-5.63, Synergy_Loewe=-2.23, Synergy_HSA=-4.11. (4) Drug 1: C1=CC=C(C=C1)NC(=O)CCCCCCC(=O)NO. Drug 2: B(C(CC(C)C)NC(=O)C(CC1=CC=CC=C1)NC(=O)C2=NC=CN=C2)(O)O. Cell line: BT-549. Synergy scores: CSS=57.5, Synergy_ZIP=3.64, Synergy_Bliss=1.66, Synergy_Loewe=-29.6, Synergy_HSA=-4.19. (5) Drug 1: COC1=C(C=C2C(=C1)N=CN=C2NC3=CC(=C(C=C3)F)Cl)OCCCN4CCOCC4. Drug 2: C1=C(C(=O)NC(=O)N1)F. Cell line: HOP-92. Synergy scores: CSS=30.7, Synergy_ZIP=-4.51, Synergy_Bliss=-3.84, Synergy_Loewe=4.18, Synergy_HSA=5.10. (6) Drug 1: CN(CCCl)CCCl.Cl. Drug 2: C1CN(P(=O)(OC1)NCCCl)CCCl. Cell line: HOP-92. Synergy scores: CSS=27.3, Synergy_ZIP=-4.61, Synergy_Bliss=0.357, Synergy_Loewe=-46.4, Synergy_HSA=-1.13. (7) Drug 1: C1=CC(=C2C(=C1NCCNCCO)C(=O)C3=C(C=CC(=C3C2=O)O)O)NCCNCCO. Drug 2: CCCCC(=O)OCC(=O)C1(CC(C2=C(C1)C(=C3C(=C2O)C(=O)C4=C(C3=O)C=CC=C4OC)O)OC5CC(C(C(O5)C)O)NC(=O)C(F)(F)F)O. Cell line: SF-539. Synergy scores: CSS=35.2, Synergy_ZIP=8.72, Synergy_Bliss=-0.397, Synergy_Loewe=-1.60, Synergy_HSA=1.45.